Predict the reactants needed to synthesize the given product. From a dataset of Full USPTO retrosynthesis dataset with 1.9M reactions from patents (1976-2016). (1) Given the product [CH:1]1([N:6]2[C:10]3[CH:11]=[CH:12][C:13]([C:15](=[O:31])[CH:16]([NH:24][C:25](=[O:30])[CH2:26][CH2:27][O:28][CH3:29])[C:17]4[CH:18]=[C:19]([CH3:23])[CH:20]=[CH:21][CH:22]=4)=[CH:14][C:9]=3[N:8]([CH3:32])[C:7]2=[O:33])[CH2:5][CH2:4][CH2:3][CH2:2]1, predict the reactants needed to synthesize it. The reactants are: [CH:1]1([N:6]2[C:10]3[CH:11]=[CH:12][C:13]([CH:15]([OH:31])[CH:16]([NH:24][C:25](=[O:30])[CH2:26][CH2:27][O:28][CH3:29])[C:17]4[CH:18]=[C:19]([CH3:23])[CH:20]=[CH:21][CH:22]=4)=[CH:14][C:9]=3[N:8]([CH3:32])[C:7]2=[O:33])[CH2:5][CH2:4][CH2:3][CH2:2]1.C[N+]1([O-])CCOCC1.C(OCC)(=O)C.C(=O)(O)[O-].[Na+]. (2) Given the product [Cl:28][C:29]1[CH:30]=[CH:31][C:32]([CH2:35][O:36][C:37]2[CH:42]=[N:41][N:40]([CH2:15][C:16]([C:18]3[CH:23]=[CH:22][C:21]([CH2:24][OH:25])=[CH:20][C:19]=3[CH3:26])=[O:17])[C:39](=[O:43])[CH:38]=2)=[N:33][CH:34]=1, predict the reactants needed to synthesize it. The reactants are: C(OC1C=CN([CH2:15][C:16]([C:18]2[CH:23]=[CH:22][C:21]([CH2:24][OH:25])=[CH:20][C:19]=2[CH3:26])=[O:17])C(=O)C=1)C1C=CC=CC=1.[Cl:28][C:29]1[CH:30]=[CH:31][C:32]([CH2:35][O:36][C:37]2[CH:42]=[N:41][NH:40][C:39](=[O:43])[CH:38]=2)=[N:33][CH:34]=1. (3) Given the product [OH:11][CH2:10][C:9]1[CH:8]=[CH:7][C:6]([C:5]([O:4][CH3:3])=[O:15])=[C:29]([CH3:30])[CH:12]=1, predict the reactants needed to synthesize it. The reactants are: CO[CH2:3][O:4][CH2:5][C:6]1C=[CH:12][C:9]([CH:10]=[O:11])=[C:8](C)[CH:7]=1.[OH2:15].O.P([O-])(O)(O)=O.[Na+].Cl([O-])=O.[Na+].OO.[C:29](#N)[CH3:30]. (4) The reactants are: [NH:1]1[CH2:6][CH2:5][CH2:4][CH2:3][CH2:2]1.[CH2:7]=[C:8]1[O:11][C:10](=[O:12])[CH2:9]1. Given the product [N:1]1([C:10](=[O:12])[CH2:9][C:8](=[O:11])[CH3:7])[CH2:6][CH2:5][CH2:4][CH2:3][CH2:2]1, predict the reactants needed to synthesize it.